Dataset: Full USPTO retrosynthesis dataset with 1.9M reactions from patents (1976-2016). Task: Predict the reactants needed to synthesize the given product. (1) Given the product [F:21][C:18]1[CH:19]=[CH:20][C:15]([N:12]2[C:8]3[CH:9]=[N:10][CH:11]=[C:6]([C:4]([OH:5])=[O:3])[C:7]=3[CH:14]=[N:13]2)=[CH:16][CH:17]=1, predict the reactants needed to synthesize it. The reactants are: C([O:3][C:4]([C:6]1[C:7]2[CH:14]=[N:13][N:12]([C:15]3[CH:20]=[CH:19][C:18]([F:21])=[CH:17][CH:16]=3)[C:8]=2[CH:9]=[N:10][CH:11]=1)=[O:5])C.[OH-].[K+].Cl. (2) Given the product [CH3:1][O:2][C:3]([C@@H:5]1[CH2:9][C@@H:8]([S:10]([C:13]2[CH:18]=[CH:17][CH:16]=[CH:15][C:14]=2[C:19]([F:22])([F:20])[F:21])(=[O:11])=[O:12])[CH2:7][N:6]1[C:23](=[S:28])[CH2:24][C:25](=[N:37][N:36]([C:34]([O:33][C:29]([CH3:32])([CH3:31])[CH3:30])=[O:35])[CH3:38])[CH3:26])=[O:4], predict the reactants needed to synthesize it. The reactants are: [CH3:1][O:2][C:3]([C@@H:5]1[CH2:9][C@@H:8]([S:10]([C:13]2[CH:18]=[CH:17][CH:16]=[CH:15][C:14]=2[C:19]([F:22])([F:21])[F:20])(=[O:12])=[O:11])[CH2:7][N:6]1[C:23](=[S:28])[CH2:24][C:25](=O)[CH3:26])=[O:4].[C:29]([O:33][C:34]([N:36]([CH3:38])[NH2:37])=[O:35])([CH3:32])([CH3:31])[CH3:30]. (3) Given the product [F:1][C:2]1[CH:3]=[C:4]([NH:20][C:21]([C:23]2[C:24](=[O:36])[N:25]([C:30]3[CH:31]=[CH:32][CH:33]=[CH:34][CH:35]=3)[N:26]([CH3:29])[C:27]=2[CH3:28])=[O:22])[CH:5]=[CH:6][C:7]=1[O:8][C:9]1[C:18]2[C:13](=[CH:14][C:15]([O:19][CH2:42][CH2:43][C:44]3([OH:47])[CH2:46][CH2:45]3)=[CH:16][CH:17]=2)[N:12]=[CH:11][CH:10]=1, predict the reactants needed to synthesize it. The reactants are: [F:1][C:2]1[CH:3]=[C:4]([NH:20][C:21]([C:23]2[C:24](=[O:36])[N:25]([C:30]3[CH:35]=[CH:34][CH:33]=[CH:32][CH:31]=3)[N:26]([CH3:29])[C:27]=2[CH3:28])=[O:22])[CH:5]=[CH:6][C:7]=1[O:8][C:9]1[C:18]2[C:13](=[CH:14][C:15]([OH:19])=[CH:16][CH:17]=2)[N:12]=[CH:11][CH:10]=1.CS(O[CH2:42][CH2:43][C:44]1([OH:47])[CH2:46][CH2:45]1)(=O)=O.C(=O)([O-])[O-].[Cs+].[Cs+]. (4) Given the product [CH:32]1([C:30]([CH:3]2[CH2:4][CH2:5][C:6]3[N:7]=[C:8]([NH:11][C:12](=[O:14])[CH3:13])[S:9][C:10]=3[C:2]2=[O:1])=[O:31])[CH2:34][CH2:33]1, predict the reactants needed to synthesize it. The reactants are: [O:1]=[C:2]1[C:10]2[S:9][C:8]([NH:11][C:12](=[O:14])[CH3:13])=[N:7][C:6]=2[CH2:5][CH2:4][CH2:3]1.[Li+].C[Si]([N-][Si](C)(C)C)(C)C.N1([C:30]([CH:32]2[CH2:34][CH2:33]2)=[O:31])C=CN=C1.P([O-])([O-])([O-])=O. (5) Given the product [Cl:31][C:32]1[CH:37]=[CH:36][C:35]([C:38]2[CH:43]=[C:42]([CH3:44])[N:41]3[C:45](=[O:60])[N:46]([CH2:48][C:49]4[CH:50]=[N:51][C:52]([C:55]([F:57])([F:58])[F:56])=[CH:53][CH:54]=4)[N:47]=[C:40]3[C:39]=2[C:61]2[CH:62]=[CH:63][N:64]=[CH:65][CH:66]=2)=[CH:34][CH:33]=1, predict the reactants needed to synthesize it. The reactants are: BrC1C2N(C(=O)N(CC3C=NC(C(F)(F)F)=CC=3)N=2)C(C)=CC=1C1C=CC(Cl)=CC=1.[Cl:31][C:32]1[CH:37]=[CH:36][C:35]([C:38]2[CH:43]=[C:42]([CH3:44])[N:41]3[C:45](=[O:60])[N:46]([CH2:48][C:49]4[C:50](C)=[N:51][C:52]([C:55]([F:58])([F:57])[F:56])=[CH:53][CH:54]=4)[N:47]=[C:40]3[C:39]=2[C:61]2[CH:66]=[CH:65][N:64]=[CH:63][CH:62]=2)=[CH:34][CH:33]=1. (6) Given the product [CH2:37]([C:22]1[CH:23]=[C:24]([O:27][C:28]2[CH:29]=[C:30]([CH2:35][NH:36][C:4](=[O:6])[C:3]3[CH:7]=[CH:8][C:9]([C:11]([F:14])([F:13])[F:12])=[CH:10][C:2]=3[CH3:1])[CH:31]=[C:32]([CH3:34])[CH:33]=2)[CH:25]=[CH:26][C:21]=1[CH2:20][CH2:19][C:18]([OH:39])=[O:17])[CH3:38], predict the reactants needed to synthesize it. The reactants are: [CH3:1][C:2]1[CH:10]=[C:9]([C:11]([F:14])([F:13])[F:12])[CH:8]=[CH:7][C:3]=1[C:4]([OH:6])=O.C([O:17][C:18](=[O:39])[CH2:19][CH2:20][C:21]1[CH:26]=[CH:25][C:24]([O:27][C:28]2[CH:33]=[C:32]([CH3:34])[CH:31]=[C:30]([CH2:35][NH2:36])[CH:29]=2)=[CH:23][C:22]=1[CH2:37][CH3:38])C. (7) Given the product [CH2:25]([N:26]([CH2:29][CH3:30])[CH2:27][CH2:28][O:1][C:2]1[CH:3]=[CH:4][C:5]([O:6][CH:7]2[CH2:12][CH2:11][N:10]([C:13]([O:15][C:16]([CH3:17])([CH3:18])[CH3:19])=[O:14])[CH2:9][CH2:8]2)=[CH:20][CH:21]=1)[CH3:24], predict the reactants needed to synthesize it. The reactants are: [OH:1][C:2]1[CH:21]=[CH:20][C:5]([O:6][CH:7]2[CH2:12][CH2:11][N:10]([C:13]([O:15][C:16]([CH3:19])([CH3:18])[CH3:17])=[O:14])[CH2:9][CH2:8]2)=[CH:4][CH:3]=1.Cl.Cl[CH2:24][CH2:25][N:26]([CH2:29][CH3:30])[CH2:27][CH3:28].C(=O)([O-])[O-].[K+].[K+]. (8) The reactants are: C([N:4]1[C:12]2[C:7](=[CH:8][C:9]([S:13]([NH2:16])(=[O:15])=[O:14])=[CH:10][CH:11]=2)[CH2:6][CH2:5]1)(=O)C.Cl. Given the product [NH:4]1[C:12]2[C:7](=[CH:8][C:9]([S:13]([NH2:16])(=[O:14])=[O:15])=[CH:10][CH:11]=2)[CH2:6][CH2:5]1, predict the reactants needed to synthesize it. (9) Given the product [CH3:1][O:2][C:3]1[CH:4]=[C:5]2[C:10](=[CH:11][C:12]=1[O:13][CH3:14])[N:9]=[CH:8][CH:7]=[C:6]2[O:15][C:16]1[C:22]([CH3:23])=[CH:21][C:19]([NH:20][C:29](=[O:35])[O:28][CH:26]2[CH2:42][CH2:43][N:38]([CH3:37])[CH2:39][CH2:40]2)=[C:18]([CH3:24])[CH:17]=1, predict the reactants needed to synthesize it. The reactants are: [CH3:1][O:2][C:3]1[CH:4]=[C:5]2[C:10](=[CH:11][C:12]=1[O:13][CH3:14])[N:9]=[CH:8][CH:7]=[C:6]2[O:15][C:16]1[C:22]([CH3:23])=[CH:21][C:19]([NH2:20])=[C:18]([CH3:24])[CH:17]=1.Cl[C:26](Cl)([O:28][C:29](=[O:35])OC(Cl)(Cl)Cl)Cl.[CH3:37][N:38]1[CH2:43][CH2:42]C(O)[CH2:40][CH2:39]1.C(=O)(O)[O-].[Na+].